From a dataset of Forward reaction prediction with 1.9M reactions from USPTO patents (1976-2016). Predict the product of the given reaction. (1) Given the reactants [CH3:1][O:2][C:3]([C:5]1[C:14]([OH:15])=[C:13]2[C:8]([CH:9]=[CH:10][CH:11]=[N:12]2)=[CH:7][N:6]=1)=[O:4].[Br:16]N1C(=O)CCC1=O, predict the reaction product. The product is: [CH3:1][O:2][C:3]([C:5]1[C:14]([OH:15])=[C:13]2[C:8]([CH:9]=[CH:10][CH:11]=[N:12]2)=[C:7]([Br:16])[N:6]=1)=[O:4]. (2) Given the reactants C(OC([NH:8][C:9]1[CH:17]=[CH:16][CH:15]=[C:14]2[C:10]=1[CH:11]=[N:12][N:13]2[C:18]([C:25]1[CH:30]=[CH:29][C:28]([Cl:31])=[CH:27][CH:26]=1)([CH2:23][CH3:24])[C:19]([O:21][CH3:22])=[O:20])=O)(C)(C)C, predict the reaction product. The product is: [NH2:8][C:9]1[CH:17]=[CH:16][CH:15]=[C:14]2[C:10]=1[CH:11]=[N:12][N:13]2[C:18]([C:25]1[CH:26]=[CH:27][C:28]([Cl:31])=[CH:29][CH:30]=1)([CH2:23][CH3:24])[C:19]([O:21][CH3:22])=[O:20]. (3) Given the reactants [C:1]([O:5][C:6]([N:8]([CH2:28][C:29]1[N:30]=[C:31]([C:35]2[CH:40]=[CH:39][CH:38]=[CH:37][CH:36]=2)[O:32][C:33]=1[CH3:34])[C:9]1[CH:27]=[CH:26][C:12]([CH2:13][O:14][C:15]2[CH:20]=[CH:19][CH:18]=[CH:17][C:16]=2[CH2:21][C:22]([O:24]C)=[O:23])=[CH:11][CH:10]=1)=[O:7])([CH3:4])([CH3:3])[CH3:2].O1CCCC1.[OH-].[Na+].Cl, predict the reaction product. The product is: [C:1]([O:5][C:6]([N:8]([CH2:28][C:29]1[N:30]=[C:31]([C:35]2[CH:36]=[CH:37][CH:38]=[CH:39][CH:40]=2)[O:32][C:33]=1[CH3:34])[C:9]1[CH:27]=[CH:26][C:12]([CH2:13][O:14][C:15]2[CH:20]=[CH:19][CH:18]=[CH:17][C:16]=2[CH2:21][C:22]([OH:24])=[O:23])=[CH:11][CH:10]=1)=[O:7])([CH3:4])([CH3:2])[CH3:3]. (4) Given the reactants [OH:1][CH2:2][CH2:3][CH2:4][CH2:5][NH:6][S:7]([C:10]1[CH:15]=[CH:14][C:13]([C:16]2[CH:21]=[CH:20][CH:19]=[CH:18][CH:17]=2)=[CH:12][CH:11]=1)(=[O:9])=[O:8].Br[CH2:23][CH2:24][CH2:25][CH2:26][CH3:27], predict the reaction product. The product is: [OH:1][CH2:2][CH2:3][CH2:4][CH2:5][N:6]([CH2:23][CH2:24][CH2:25][CH2:26][CH3:27])[S:7]([C:10]1[CH:15]=[CH:14][C:13]([C:16]2[CH:21]=[CH:20][CH:19]=[CH:18][CH:17]=2)=[CH:12][CH:11]=1)(=[O:9])=[O:8]. (5) Given the reactants [Br:1][C:2]1[CH:7]=[CH:6][C:5]([C:8]2[N:13]=[C:12]3[O:14][C:15]([C:20](=[O:24])[CH:21]([CH3:23])[CH3:22])=[C:16]([CH:17]([OH:19])[CH3:18])[C:11]3=[CH:10][C:9]=2[C:25]2[CH:30]=[CH:29][C:28]([Cl:31])=[CH:27][CH:26]=2)=[C:4]([Cl:32])[CH:3]=1.C[N+]1([O-])CCOCC1, predict the reaction product. The product is: [C:17]([C:16]1[C:11]2[C:12](=[N:13][C:8]([C:5]3[CH:6]=[CH:7][C:2]([Br:1])=[CH:3][C:4]=3[Cl:32])=[C:9]([C:25]3[CH:30]=[CH:29][C:28]([Cl:31])=[CH:27][CH:26]=3)[CH:10]=2)[O:14][C:15]=1[C:20](=[O:24])[CH:21]([CH3:22])[CH3:23])(=[O:19])[CH3:18]. (6) The product is: [C:1]([NH:18][CH2:19][C:20]([OH:22])=[O:21])([O:3][CH2:4][CH:5]1[C:6]2[C:11](=[CH:10][CH:9]=[CH:8][CH:7]=2)[C:12]2[C:17]1=[CH:16][CH:15]=[CH:14][CH:13]=2)=[O:2].[CH3:59][O:60][CH2:26][CH2:25][CH:24]([O:2][C:41]([C:50]1[CH:55]=[CH:54][CH:53]=[CH:52][CH:51]=1)([C:40]1[CH:57]=[CH:58][C:37]([O:36][CH3:35])=[CH:38][CH:39]=1)[C:42]1[CH:47]=[CH:46][CH:45]=[CH:44][CH:43]=1)[C:23]([NH2:28])=[O:27]. Given the reactants [C:1]([NH:18][CH2:19][C:20]([OH:22])=[O:21])([O:3][CH2:4][CH:5]1[C:17]2[C:12](=[CH:13][CH:14]=[CH:15][CH:16]=2)[C:11]2[C:6]1=[CH:7][CH:8]=[CH:9][CH:10]=2)=[O:2].[C:23]([NH2:28])(=[O:27])[CH2:24][CH2:25][CH3:26].N1C=CC=CC=1.[CH3:35][O:36][C:37]1[CH:58]=[CH:57][C:40]([C:41](Cl)([C:50]2[CH:55]=[CH:54][CH:53]=[CH:52][CH:51]=2)[C:42]2[CH:47]=[CH:46][C:45](OC)=[CH:44][CH:43]=2)=[CH:39][CH:38]=1.[CH3:59][OH:60], predict the reaction product. (7) Given the reactants C(OC(=O)C)(=O)C.[C:8]([C:10]1[CH:11]=[C:12]([CH:15]=[CH:16][CH:17]=1)[CH:13]=O)#[N:9].[C:18]([OH:30])(=[O:29])[CH2:19][NH:20][C:21]([C:23]1[CH:28]=[CH:27][CH:26]=[CH:25][CH:24]=1)=O.C([O-])(=O)C.[Na+], predict the reaction product. The product is: [O:29]=[C:18]1[O:30][C:21]([C:23]2[CH:24]=[CH:25][CH:26]=[CH:27][CH:28]=2)=[N:20][C:19]1=[CH:13][C:12]1[CH:11]=[C:10]([CH:17]=[CH:16][CH:15]=1)[C:8]#[N:9]. (8) Given the reactants Br[C:2]1[CH:7]=[CH:6][C:5]([CH2:8][C:9]([O:11][CH3:12])=[O:10])=[CH:4][C:3]=1[N+:13]([O-:15])=[O:14].[C:16]([OH:25])(=[O:24])[C:17]1[C:18](=[CH:20][CH:21]=[CH:22][CH:23]=1)[SH:19], predict the reaction product. The product is: [CH3:12][O:11][C:9]([CH2:8][C:5]1[CH:6]=[CH:7][C:2]([S:19][C:18]2[CH:20]=[CH:21][CH:22]=[CH:23][C:17]=2[C:16]([OH:25])=[O:24])=[C:3]([N+:13]([O-:15])=[O:14])[CH:4]=1)=[O:10].